Dataset: Forward reaction prediction with 1.9M reactions from USPTO patents (1976-2016). Task: Predict the product of the given reaction. (1) Given the reactants [CH3:1][O:2][C:3]([C:5]1[C:10]([O:11][CH3:12])=[C:9](Cl)[N:8]=[C:7]([Cl:14])[N:6]=1)=[O:4].[NH3:15], predict the reaction product. The product is: [CH3:1][O:2][C:3]([C:5]1[C:10]([O:11][CH3:12])=[C:9]([NH2:15])[N:8]=[C:7]([Cl:14])[N:6]=1)=[O:4]. (2) Given the reactants C(OC([N:8]1[C:16]2[C:11](=[CH:12][CH:13]=[C:14]([Cl:17])[CH:15]=2)/[C:10](=[CH:18]/[C:19]2[CH:24]=[C:23]([F:25])[CH:22]=[CH:21][C:20]=2[O:26][C:27]([C:30]([O:32][CH2:33][CH3:34])=[O:31])([CH3:29])[CH3:28])/[C:9]1=[O:35])=O)(C)(C)C.[F:36][C:37]1[CH:38]=[CH:39][C:40]([CH3:52])=[C:41]([CH:43]=[N:44][C:45]([O:47][Si](C)(C)C)=[CH2:46])[CH:42]=1, predict the reaction product. The product is: [Cl:17][C:14]1[CH:15]=[C:16]2[NH:8][C:9](=[O:35])[C:10]3([CH:18]([C:19]4[CH:24]=[C:23]([F:25])[CH:22]=[CH:21][C:20]=4[O:26][C:27]([C:30]([O:32][CH2:33][CH3:34])=[O:31])([CH3:28])[CH3:29])[CH2:46][C:45](=[O:47])[NH:44][CH:43]3[C:41]3[CH:42]=[C:37]([F:36])[CH:38]=[CH:39][C:40]=3[CH3:52])[C:11]2=[CH:12][CH:13]=1. (3) Given the reactants [F:1][C:2]1[CH:7]=[CH:6][C:5]([N:8]2[C:16]3[C:11](=[CH:12][C:13]([O:17][C@H:18]([C:22]4[CH:27]=[CH:26][C:25]([C:28]([F:31])([F:30])[F:29])=[CH:24][CH:23]=4)[C@@H:19]([NH2:21])[CH3:20])=[CH:14][CH:15]=3)[CH:10]=[N:9]2)=[CH:4][CH:3]=1.[C:32](Cl)(=[O:35])[CH2:33][CH3:34], predict the reaction product. The product is: [F:1][C:2]1[CH:7]=[CH:6][C:5]([N:8]2[C:16]3[C:11](=[CH:12][C:13]([O:17][C@H:18]([C:22]4[CH:27]=[CH:26][C:25]([C:28]([F:29])([F:31])[F:30])=[CH:24][CH:23]=4)[C@@H:19]([NH:21][C:32](=[O:35])[CH2:33][CH3:34])[CH3:20])=[CH:14][CH:15]=3)[CH:10]=[N:9]2)=[CH:4][CH:3]=1. (4) Given the reactants Cl[CH2:2][C:3]1[CH:25]=[CH:24][C:6]([CH2:7][N:8]2[C:17]3[C:12](=[C:13]([CH:18]4[O:22][CH2:21][CH2:20][O:19]4)[CH:14]=[CH:15][CH:16]=3)[CH2:11][CH2:10][C:9]2=[O:23])=[CH:5][CH:4]=1.[CH3:26][NH:27][C:28]1[CH:33]=[CH:32][CH:31]=[CH:30][CH:29]=1.C(=O)([O-])[O-].[K+].[K+].C(#N)C, predict the reaction product. The product is: [O:19]1[CH2:20][CH2:21][O:22][CH:18]1[C:13]1[CH:14]=[CH:15][CH:16]=[C:17]2[C:12]=1[CH2:11][CH2:10][C:9](=[O:23])[N:8]2[CH2:7][C:6]1[CH:24]=[CH:25][C:3]([CH2:2][N:27]([CH3:26])[C:28]2[CH:33]=[CH:32][CH:31]=[CH:30][CH:29]=2)=[CH:4][CH:5]=1. (5) Given the reactants [Cl:1][C:2]1[CH:7]=[CH:6][CH:5]=[CH:4][C:3]=1[OH:8].C(=O)([O-])[O-].[K+].[K+].Cl[C:16]1[C:21]([C:22]([O:24][CH2:25][CH3:26])=[O:23])=[CH:20][N:19]=[C:18]([Cl:27])[CH:17]=1.O, predict the reaction product. The product is: [Cl:27][C:18]1[CH:17]=[C:16]([O:8][C:3]2[CH:4]=[CH:5][CH:6]=[CH:7][C:2]=2[Cl:1])[C:21]([C:22]([O:24][CH2:25][CH3:26])=[O:23])=[CH:20][N:19]=1. (6) Given the reactants [C:1]([C:3]1[C:12]2[C:7](=[CH:8][CH:9]=[CH:10][CH:11]=2)[CH:6]=[CH:5][CH:4]=1)#[CH:2].C([Li])CCC.CC(C)([O-])C.[K+].Br[CH2:25][CH2:26][CH2:27][CH2:28][CH2:29][CH2:30][CH2:31][CH2:32][CH2:33][CH3:34], predict the reaction product. The product is: [C:1]([C:3]1[C:12]2[C:7](=[CH:8][CH:9]=[CH:10][CH:11]=2)[CH:6]=[CH:5][C:4]=1[CH2:25][CH2:26][CH2:27][CH2:28][CH2:29][CH2:30][CH2:31][CH2:32][CH2:33][CH3:34])#[CH:2]. (7) Given the reactants [NH2:1][C:2]1[CH:3]=[C:4]([OH:9])[CH:5]=[CH:6][C:7]=1[F:8].C(S[C:15](=[O:29])[CH:16]([CH2:20][C:21]1[CH:26]=[CH:25][C:24]([Cl:27])=[CH:23][C:22]=1[F:28])[C:17](=[O:19])[CH3:18])(C)(C)C, predict the reaction product. The product is: [Cl:27][C:24]1[CH:25]=[CH:26][C:21]([CH2:20][CH:16]([C:17](=[O:19])[CH3:18])[C:15]([NH:1][C:2]2[CH:3]=[C:4]([OH:9])[CH:5]=[CH:6][C:7]=2[F:8])=[O:29])=[C:22]([F:28])[CH:23]=1. (8) The product is: [C:19]([O:18][C:16]([N:9]1[CH2:10][CH:11]2[CH2:15][N:14]([CH2:2][B-:3]([F:6])([F:5])[F:4])[CH2:13][CH:12]2[CH2:8]1)=[O:17])([CH3:22])([CH3:20])[CH3:21].[K+:7]. Given the reactants Br[CH2:2][B-:3]([F:6])([F:5])[F:4].[K+:7].[CH2:8]1[CH:12]2[CH2:13][NH:14][CH2:15][CH:11]2[CH2:10][N:9]1[C:16]([O:18][C:19]([CH3:22])([CH3:21])[CH3:20])=[O:17].O1CCCC1.C(=O)([O-])[O-].[K+].[K+], predict the reaction product.